From a dataset of Full USPTO retrosynthesis dataset with 1.9M reactions from patents (1976-2016). Predict the reactants needed to synthesize the given product. (1) The reactants are: [C:1]([OH:7])(=O)[CH2:2][CH2:3][CH:4]=[CH2:5].ClC([O:11][CH2:12][CH:13]([CH3:15])C)=O.[CH2:16](N(CC)CC)[CH3:17].[CH:23]([N:26]([CH:45]([CH3:47])[CH3:46])[CH2:27][CH2:28][CH:29]([C:36]1[CH:41]=[C:40]([CH2:42][OH:43])[CH:39]=[CH:38][C:37]=1[OH:44])[C:30]1[CH:35]=[CH:34][CH:33]=[CH:32][CH:31]=1)([CH3:25])[CH3:24]. Given the product [CH:45]([N:26]([CH:23]([CH3:25])[CH3:24])[CH2:27][CH2:28][CH:29]([C:36]1[CH:41]=[C:40]([CH2:42][O:43][C:12](=[O:11])[CH2:13][CH2:15][CH:16]=[CH2:17])[CH:39]=[CH:38][C:37]=1[O:44][C:1](=[O:7])[CH2:2][CH2:3][CH:4]=[CH2:5])[C:30]1[CH:35]=[CH:34][CH:33]=[CH:32][CH:31]=1)([CH3:47])[CH3:46], predict the reactants needed to synthesize it. (2) Given the product [CH3:21][O:20][C:18](=[O:19])[CH2:17][N:5]1[C:4](=[O:7])[N:3]([CH2:8][C:9]2[CH:14]=[CH:13][CH:12]=[C:11]([F:15])[CH:10]=2)[C:2]([Br:1])=[N:6]1, predict the reactants needed to synthesize it. The reactants are: [Br:1][C:2]1[N:3]([CH2:8][C:9]2[CH:14]=[CH:13][CH:12]=[C:11]([F:15])[CH:10]=2)[C:4](=[O:7])[NH:5][N:6]=1.Cl[CH2:17][C:18]([O:20][CH3:21])=[O:19].C(=O)([O-])[O-].[K+].[K+].Cl. (3) Given the product [CH3:26][NH:27][C:2]1[CH:3]=[N:4][CH:5]=[C:6]([C:8]2[C:17]3[CH2:16][CH2:15][CH2:14][CH2:13][C:12]=3[N:11]=[C:10]([O:18][CH2:19][C:20]3[CH:25]=[CH:24][CH:23]=[CH:22][N:21]=3)[CH:9]=2)[N:7]=1, predict the reactants needed to synthesize it. The reactants are: Cl[C:2]1[N:7]=[C:6]([C:8]2[C:17]3[CH2:16][CH2:15][CH2:14][CH2:13][C:12]=3[N:11]=[C:10]([O:18][CH2:19][C:20]3[CH:25]=[CH:24][CH:23]=[CH:22][N:21]=3)[CH:9]=2)[CH:5]=[N:4][CH:3]=1.[CH3:26][NH2:27].CO. (4) Given the product [CH2:35]([N:3]([CH2:1][CH3:2])[CH2:4]/[CH:5]=[CH:6]\[C:7]1[CH:12]=[C:11]([F:13])[CH:10]=[CH:9][C:8]=1[S:14]([NH:17][C:18]1[C:30]([C:31]([OH:33])=[O:32])=[C:22]2[O:23][CH2:24][C@H:25]3[CH2:29][CH2:28][CH2:27][N:26]3[C:21]2=[CH:20][CH:19]=1)(=[O:15])=[O:16])[CH3:36], predict the reactants needed to synthesize it. The reactants are: [CH2:1]([N:3]([CH2:35][CH3:36])[CH2:4]/[CH:5]=[CH:6]\[C:7]1[CH:12]=[C:11]([F:13])[CH:10]=[CH:9][C:8]=1[S:14]([NH:17][C:18]1[C:30]([C:31]([O:33]C)=[O:32])=[C:22]2[O:23][CH2:24][C@H:25]3[CH2:29][CH2:28][CH2:27][N:26]3[C:21]2=[CH:20][CH:19]=1)(=[O:16])=[O:15])[CH3:2].O.[OH-].[Li+].C(O)=O.C(OCC)(=O)C. (5) Given the product [CH3:12][S:11][C:8]1[CH:9]=[CH:10][C:2]([NH:1][CH2:20][CH2:19][C:18]([F:23])([F:22])[F:17])=[C:3]([CH:7]=1)[C:4]([OH:6])=[O:5], predict the reactants needed to synthesize it. The reactants are: [NH2:1][C:2]1[CH:10]=[CH:9][C:8]([S:11][CH3:12])=[CH:7][C:3]=1[C:4]([OH:6])=[O:5].ClCCCl.[F:17][C:18]([F:23])([F:22])[CH2:19][CH:20]=O.C(O[BH-](OC(=O)C)OC(=O)C)(=O)C.[Na+]. (6) Given the product [CH2:29]([O:28][C:12]1[N:11]([CH3:31])[C:10](=[O:32])[C:9]([OH:8])=[C:14]([C:15]2[O:19][N:18]=[C:17]([CH2:20][C:21]3[CH:22]=[CH:23][C:24]([F:27])=[CH:25][CH:26]=3)[N:16]=2)[N:13]=1)[CH3:30], predict the reactants needed to synthesize it. The reactants are: C([O:8][C:9]1[C:10](=[O:32])[N:11]([CH3:31])[C:12]([O:28][CH2:29][CH3:30])=[N:13][C:14]=1[C:15]1[O:19][N:18]=[C:17]([CH2:20][C:21]2[CH:26]=[CH:25][C:24]([F:27])=[CH:23][CH:22]=2)[N:16]=1)C1C=CC=CC=1.